From a dataset of Peptide-MHC class II binding affinity with 134,281 pairs from IEDB. Regression. Given a peptide amino acid sequence and an MHC pseudo amino acid sequence, predict their binding affinity value. This is MHC class II binding data. (1) The peptide sequence is KGSNEKHLAVLVKYE. The MHC is HLA-DPA10301-DPB10402 with pseudo-sequence HLA-DPA10301-DPB10402. The binding affinity (normalized) is 0.419. (2) The peptide sequence is LNYRPLLPKDRRMII. The MHC is HLA-DQA10101-DQB10501 with pseudo-sequence HLA-DQA10101-DQB10501. The binding affinity (normalized) is 0.148. (3) The peptide sequence is GPNELGRFKHTDACCRTH. The MHC is H-2-IAd with pseudo-sequence H-2-IAd. The binding affinity (normalized) is 0. (4) The peptide sequence is VMAPDKPSLDISLET. The MHC is DRB1_0701 with pseudo-sequence DRB1_0701. The binding affinity (normalized) is 0.158. (5) The peptide sequence is LQSLGADIASEQAVL. The MHC is DRB3_0101 with pseudo-sequence DRB3_0101. The binding affinity (normalized) is 0.586.